From a dataset of Catalyst prediction with 721,799 reactions and 888 catalyst types from USPTO. Predict which catalyst facilitates the given reaction. (1) Reactant: [C:1]1([C@@H:7]2[O:9][C@H:8]2[CH2:10][OH:11])[CH:6]=[CH:5][CH:4]=[CH:3][CH:2]=1.[NH4+:12].[OH-]. Product: [NH2:12][C@H:7]([C:1]1[CH:6]=[CH:5][CH:4]=[CH:3][CH:2]=1)[C@@H:8]([OH:9])[CH2:10][OH:11]. The catalyst class is: 41. (2) Reactant: [CH3:1][O:2][C:3]1[CH:8]=[C:7]([O:9][CH3:10])[CH:6]=[CH:5][C:4]=1[CH2:11][CH2:12][CH2:13][OH:14].[C:15]([Si:19]([CH3:22])([CH3:21])Cl)([CH3:18])([CH3:17])[CH3:16].N1C=CN=C1.C(=O)([O-])O.[Na+]. Product: [C:15]([Si:19]([O:14][CH2:13][CH2:12][CH2:11][C:4]1[CH:5]=[CH:6][C:7]([O:9][CH3:10])=[CH:8][C:3]=1[O:2][CH3:1])([CH3:22])[CH3:21])([CH3:18])([CH3:17])[CH3:16]. The catalyst class is: 9.